This data is from Forward reaction prediction with 1.9M reactions from USPTO patents (1976-2016). The task is: Predict the product of the given reaction. (1) Given the reactants [C:1]1([C:23]2[CH:28]=[CH:27][CH:26]=[CH:25][CH:24]=2)[CH:6]=[CH:5][CH:4]=[CH:3][C:2]=1[C:7]1[N:11]([C:12]2[CH:17]=[CH:16][C:15]([C:18]([CH3:21])([CH3:20])[CH3:19])=[CH:14][CH:13]=2)[C:10](Br)=[N:9][N:8]=1.C([O-])([O-])=O.[Cs+].[Cs+].COC1C=CC=C(OC)[C:42]=1[C:43]1[CH:44]=CC=C[C:48]=1P(C1CCCCC1)C1CCCCC1.CCO[C:67]([CH3:69])=O, predict the reaction product. The product is: [C:1]1([C:23]2[CH:28]=[CH:27][CH:26]=[CH:25][CH:24]=2)[CH:6]=[CH:5][CH:4]=[CH:3][C:2]=1[C:7]1[N:11]([C:12]2[CH:17]=[CH:16][C:15]([C:18]([CH3:21])([CH3:20])[CH3:19])=[CH:14][CH:13]=2)[C:10]([C:67]2[CH:69]=[N:9][C:10]([C:43]([CH3:42])([CH3:48])[CH3:44])=[N:11][CH:7]=2)=[N:9][N:8]=1. (2) Given the reactants C1CN([P+](ON2N=NC3C=CC=CC2=3)(N2CCCC2)N2CCCC2)CC1.F[P-](F)(F)(F)(F)F.[CH2:34]([O:36][C:37]1[CH:42]=[CH:41][C:40]([C:43]([F:46])([F:45])[F:44])=[CH:39][C:38]=1[C:47]1[CH:51]=[C:50]([C:52]2[CH:61]=[CH:60][C:59]3[C:54](=[CH:55][CH:56]=[C:57]([O:62][CH3:63])[CH:58]=3)[CH:53]=2)[N:49]([C@H:64]([C:66]2[CH:74]=[CH:73][C:69]([C:70](O)=[O:71])=[CH:68][CH:67]=2)[CH3:65])[N:48]=1)[CH3:35].Cl.[CH2:76]([O:78][C:79](=[O:83])[CH2:80][CH2:81][NH2:82])[CH3:77].CCN(CC)CC, predict the reaction product. The product is: [CH2:34]([O:36][C:37]1[CH:42]=[CH:41][C:40]([C:43]([F:46])([F:45])[F:44])=[CH:39][C:38]=1[C:47]1[CH:51]=[C:50]([C:52]2[CH:61]=[CH:60][C:59]3[C:54](=[CH:55][CH:56]=[C:57]([O:62][CH3:63])[CH:58]=3)[CH:53]=2)[N:49]([C@H:64]([C:66]2[CH:67]=[CH:68][C:69]([C:70]([NH:82][CH2:81][CH2:80][C:79]([O:78][CH2:76][CH3:77])=[O:83])=[O:71])=[CH:73][CH:74]=2)[CH3:65])[N:48]=1)[CH3:35]. (3) Given the reactants [Cl:1][C:2]1[CH:7]=[C:6]([Cl:8])[CH:5]=[CH:4][C:3]=1[C:9]1[N:10]=[C:11]([C:31]2[CH:36]=[CH:35][C:34]([OH:37])=[CH:33][CH:32]=2)[N:12]([CH2:14][C:15]2[CH:20]=[CH:19][C:18]([C:21]3[CH:26]=[CH:25][CH:24]=[C:23]([C:27]([F:30])([F:29])[F:28])[CH:22]=3)=[CH:17][CH:16]=2)[CH:13]=1.Br[CH2:39][C:40]([O:42][CH3:43])=[O:41], predict the reaction product. The product is: [CH3:43][O:42][C:40](=[O:41])[CH2:39][O:37][C:34]1[CH:33]=[CH:32][C:31]([C:11]2[N:12]([CH2:14][C:15]3[CH:16]=[CH:17][C:18]([C:21]4[CH:26]=[CH:25][CH:24]=[C:23]([C:27]([F:29])([F:28])[F:30])[CH:22]=4)=[CH:19][CH:20]=3)[CH:13]=[C:9]([C:3]3[CH:4]=[CH:5][C:6]([Cl:8])=[CH:7][C:2]=3[Cl:1])[N:10]=2)=[CH:36][CH:35]=1. (4) Given the reactants [CH3:1][C:2]([CH3:9])([CH3:8])[C:3](=O)[CH2:4][C:5]#[N:6].[NH:10]([C:12]1[CH:13]=[CH:14][C:15]([CH3:18])=[N:16][CH:17]=1)[NH2:11], predict the reaction product. The product is: [C:2]([C:3]1[CH:4]=[C:5]([NH2:6])[N:10]([C:12]2[CH:17]=[N:16][C:15]([CH3:18])=[CH:14][CH:13]=2)[N:11]=1)([CH3:9])([CH3:8])[CH3:1]. (5) Given the reactants [ClH:1].Cl.[CH2:3]([C:7]1[N:12]=[N:11][C:10]([O:13][CH2:14][CH:15]2[O:20][CH2:19][CH2:18][NH:17][CH2:16]2)=[CH:9][C:8]=1[C:21]1[CH:26]=[CH:25][C:24]([O:27][CH:28]2[CH2:33][CH2:32][CH2:31][CH2:30][CH2:29]2)=[CH:23][CH:22]=1)[CH2:4][CH2:5][CH3:6].Cl.[CH2:35](OCC)C, predict the reaction product. The product is: [ClH:1].[ClH:1].[CH2:3]([C:7]1[N:12]=[N:11][C:10]([O:13][CH2:14][CH:15]2[O:20][CH2:19][CH2:18][N:17]([CH3:35])[CH2:16]2)=[CH:9][C:8]=1[C:21]1[CH:22]=[CH:23][C:24]([O:27][CH:28]2[CH2:33][CH2:32][CH2:31][CH2:30][CH2:29]2)=[CH:25][CH:26]=1)[CH2:4][CH2:5][CH3:6]. (6) Given the reactants [OH:1][CH2:2][C:3]1[CH:8]=[CH:7][C:6](B(O)O)=[CH:5][CH:4]=1.[Br:12][C:13]1[CH:18]=[CH:17][C:16](I)=[C:15]([CH3:20])[CH:14]=1, predict the reaction product. The product is: [Br:12][C:13]1[CH:18]=[CH:17][C:16]([C:6]2[CH:7]=[CH:8][C:3]([CH2:2][OH:1])=[CH:4][CH:5]=2)=[C:15]([CH3:20])[CH:14]=1. (7) Given the reactants [CH3:1][C:2]1[C:11]([B:12]2[O:16][C:15]([CH3:18])([CH3:17])[C:14]([CH3:20])([CH3:19])[O:13]2)=[CH:10][CH:9]=[CH:8][C:3]=1[C:4]([O:6][CH3:7])=[O:5].CC(N=NC(C#N)(C)C)(C#N)C.[Br:33]N1C(=O)CCC1=O, predict the reaction product. The product is: [Br:33][CH2:1][C:2]1[C:11]([B:12]2[O:16][C:15]([CH3:18])([CH3:17])[C:14]([CH3:20])([CH3:19])[O:13]2)=[CH:10][CH:9]=[CH:8][C:3]=1[C:4]([O:6][CH3:7])=[O:5]. (8) Given the reactants [CH3:1][O:2][CH2:3][CH2:4][CH2:5][C:6]1[CH:7]=[C:8]([CH:13]=[C:14]([CH2:16][CH2:17][CH2:18][O:19][CH3:20])[CH:15]=1)[C:9]([O:11]C)=[O:10].[OH-].[Na+], predict the reaction product. The product is: [CH3:1][O:2][CH2:3][CH2:4][CH2:5][C:6]1[CH:7]=[C:8]([CH:13]=[C:14]([CH2:16][CH2:17][CH2:18][O:19][CH3:20])[CH:15]=1)[C:9]([OH:11])=[O:10]. (9) Given the reactants [F:1][C:2]1[CH:3]=[C:4]([CH2:8][CH2:9][CH2:10][C:11]2[O:15][N:14]=[C:13]([C:16]([O:18]CC)=[O:17])[CH:12]=2)[CH:5]=[CH:6][CH:7]=1.[OH-].[K+].O, predict the reaction product. The product is: [F:1][C:2]1[CH:3]=[C:4]([CH2:8][CH2:9][CH2:10][C:11]2[O:15][N:14]=[C:13]([C:16]([OH:18])=[O:17])[CH:12]=2)[CH:5]=[CH:6][CH:7]=1.